From a dataset of Reaction yield outcomes from USPTO patents with 853,638 reactions. Predict the reaction yield, written as a fraction of the theoretical maximum amount of product (1.0 means a 100% yield; for example, 0.34 means a 34% yield). (1) The reactants are [Cl:1][C:2]([Cl:32])([Cl:31])[CH2:3][O:4][C:5]([C@@H:7]1[CH2:12][CH2:11][CH2:10][N:9]([C:13](=[O:30])[C@@H:14]([NH:22]C(OC(C)(C)C)=O)[CH2:15][C:16]2[CH:21]=[CH:20][CH:19]=[CH:18][CH:17]=2)[NH:8]1)=[O:6].FC(F)(F)C(O)=O.C(N(CC)C(C)C)(C)C.[NH:49]([C:57]([O:59][C:60]([CH3:63])([CH3:62])[CH3:61])=[O:58])[C@H:50]([C:54](O)=[O:55])[CH:51]([CH3:53])[CH3:52].C[NH3+].F[P-](F)(F)(F)(F)F.N1(OC(N(C)C)=[N+](C)C)C2N=CC=CC=2N=N1.F[P-](F)(F)(F)(F)F. The catalyst is ClCCl.C(OCC)(=O)C. The product is [Cl:32][C:2]([Cl:31])([Cl:1])[CH2:3][O:4][C:5]([C@@H:7]1[CH2:12][CH2:11][CH2:10][N:9]([C:13](=[O:30])[C@@H:14]([NH:22][C:54](=[O:55])[C@@H:50]([NH:49][C:57]([O:59][C:60]([CH3:61])([CH3:63])[CH3:62])=[O:58])[CH:51]([CH3:53])[CH3:52])[CH2:15][C:16]2[CH:17]=[CH:18][CH:19]=[CH:20][CH:21]=2)[NH:8]1)=[O:6]. The yield is 0.840. (2) The reactants are [H-].[Na+].[NH:3]1[C:11]2[C:6](=[CH:7][CH:8]=[CH:9][CH:10]=2)[C:5](=[O:12])[C:4]1=[O:13].Br[CH2:15][C:16]1[CH:21]=[CH:20][CH:19]=[CH:18][C:17]=1[Cl:22]. The catalyst is C1COCC1. The product is [Cl:22][C:17]1[CH:18]=[CH:19][CH:20]=[CH:21][C:16]=1[CH2:15][N:3]1[C:11]2[C:6](=[CH:7][CH:8]=[CH:9][CH:10]=2)[C:5](=[O:12])[C:4]1=[O:13]. The yield is 0.730. (3) The reactants are [Br:1][C:2]1[CH:7]=[C:6]([CH2:8]Br)[CH:5]=[CH:4][C:3]=1[O:10][C:11]1[CH:16]=[CH:15][C:14]([F:17])=[CH:13][C:12]=1[F:18].[CH2:19]([S-:21])[CH3:20].[Na+]. The catalyst is CN(C)C=O. The product is [Br:1][C:2]1[CH:7]=[C:6]([CH:5]=[CH:4][C:3]=1[O:10][C:11]1[CH:16]=[CH:15][C:14]([F:17])=[CH:13][C:12]=1[F:18])[CH2:8][S:21][CH2:19][CH3:20]. The yield is 0.990. (4) The yield is 0.580. The product is [CH3:1][C@H:2]1[C@@H:3]2[CH2:4][CH2:5][C:6]3[CH:7]=[N:8][CH:9]=[N:10][C:11]=3[C@@:12]2([C:20]2[CH:21]=[CH:22][CH:23]=[CH:24][CH:25]=2)[CH2:13][CH2:14][C:15]1=[O:16]. The reactants are [CH3:1][C@@H:2]1[C:15]2(OCC[O:16]2)[CH2:14][CH2:13][C@@:12]2([C:20]3[CH:25]=[CH:24][CH:23]=[CH:22][CH:21]=3)[C@H:3]1[CH2:4][CH2:5][C:6]1[CH:7]=[N:8][CH:9]=[N:10][C:11]=12.Cl.C(=O)(O)[O-].[Na+]. The catalyst is O1CCCC1.O.